This data is from NCI-60 drug combinations with 297,098 pairs across 59 cell lines. The task is: Regression. Given two drug SMILES strings and cell line genomic features, predict the synergy score measuring deviation from expected non-interaction effect. (1) Drug 1: C1CC(=O)NC(=O)C1N2CC3=C(C2=O)C=CC=C3N. Drug 2: C1=CC(=CC=C1CCC2=CNC3=C2C(=O)NC(=N3)N)C(=O)NC(CCC(=O)O)C(=O)O. Cell line: SK-MEL-28. Synergy scores: CSS=8.35, Synergy_ZIP=-0.994, Synergy_Bliss=-1.17, Synergy_Loewe=-11.9, Synergy_HSA=0.915. (2) Drug 1: CC12CCC(CC1=CCC3C2CCC4(C3CC=C4C5=CN=CC=C5)C)O. Drug 2: C(CN)CNCCSP(=O)(O)O. Cell line: OVCAR-5. Synergy scores: CSS=6.69, Synergy_ZIP=-2.14, Synergy_Bliss=0.802, Synergy_Loewe=-10.9, Synergy_HSA=-0.322. (3) Drug 1: C1=NC(=NC(=O)N1C2C(C(C(O2)CO)O)O)N. Drug 2: CC(C)(C#N)C1=CC(=CC(=C1)CN2C=NC=N2)C(C)(C)C#N. Cell line: LOX IMVI. Synergy scores: CSS=4.40, Synergy_ZIP=-1.49, Synergy_Bliss=-3.81, Synergy_Loewe=-6.12, Synergy_HSA=-4.88. (4) Drug 1: CC(CN1CC(=O)NC(=O)C1)N2CC(=O)NC(=O)C2. Drug 2: B(C(CC(C)C)NC(=O)C(CC1=CC=CC=C1)NC(=O)C2=NC=CN=C2)(O)O. Cell line: OVCAR3. Synergy scores: CSS=14.0, Synergy_ZIP=-5.43, Synergy_Bliss=-4.03, Synergy_Loewe=-7.94, Synergy_HSA=-4.76. (5) Drug 1: CN(C)N=NC1=C(NC=N1)C(=O)N. Drug 2: C1CCC(C(C1)N)N.C(=O)(C(=O)[O-])[O-].[Pt+4]. Cell line: HOP-62. Synergy scores: CSS=0.779, Synergy_ZIP=-0.350, Synergy_Bliss=-0.553, Synergy_Loewe=-38.8, Synergy_HSA=-3.90. (6) Drug 1: CCCCC(=O)OCC(=O)C1(CC(C2=C(C1)C(=C3C(=C2O)C(=O)C4=C(C3=O)C=CC=C4OC)O)OC5CC(C(C(O5)C)O)NC(=O)C(F)(F)F)O. Drug 2: CC1CCCC2(C(O2)CC(NC(=O)CC(C(C(=O)C(C1O)C)(C)C)O)C(=CC3=CSC(=N3)C)C)C. Cell line: ACHN. Synergy scores: CSS=50.6, Synergy_ZIP=-0.219, Synergy_Bliss=-0.403, Synergy_Loewe=-1.94, Synergy_HSA=2.85.